Dataset: hERG Central: cardiac toxicity at 1µM, 10µM, and general inhibition. Task: Predict hERG channel inhibition at various concentrations. (1) The drug is COc1ccc(CNC(=O)c2ccc(N3CCOCC3)c([N+](=O)[O-])c2)cc1. Results: hERG_inhib (hERG inhibition (general)): blocker. (2) The molecule is CC[n+]1c(/C=C/Nc2ccccc2)oc2ccccc21.[I-]. Results: hERG_inhib (hERG inhibition (general)): blocker. (3) The compound is Cl.O=C(NCCCN1CCOCC1)c1ccc(CSc2ccc(Cl)cc2)cc1. Results: hERG_inhib (hERG inhibition (general)): blocker. (4) The drug is O=C(OCc1ccc([N+](=O)[O-])cc1)c1cc([N+](=O)[O-])ccc1N1CCOCC1. Results: hERG_inhib (hERG inhibition (general)): blocker.